From a dataset of TCR-epitope binding with 47,182 pairs between 192 epitopes and 23,139 TCRs. Binary Classification. Given a T-cell receptor sequence (or CDR3 region) and an epitope sequence, predict whether binding occurs between them. (1) The epitope is KLVALGINAV. The TCR CDR3 sequence is CASSSSWADTQYF. Result: 1 (the TCR binds to the epitope). (2) The epitope is YLDAYNMMI. The TCR CDR3 sequence is CSRGDSDKTQYF. Result: 0 (the TCR does not bind to the epitope).